From a dataset of Reaction yield outcomes from USPTO patents with 853,638 reactions. Predict the reaction yield, written as a fraction of the theoretical maximum amount of product (1.0 means a 100% yield; for example, 0.34 means a 34% yield). The reactants are [Cl:1][C:2]1[C:3]([N:12]2[CH:16]=[C:15]([CH2:17][CH2:18][CH2:19][O:20][C:21]3[C:26]([CH2:27][CH3:28])=[CH:25][CH:24]=[CH:23][C:22]=3[CH2:29][C:30]([O:32]C)=[O:31])[C:14]([CH:34]([CH3:36])[CH3:35])=[N:13]2)=[N:4][CH:5]=[C:6]([C:8]([F:11])([F:10])[F:9])[CH:7]=1.[OH-].[Na+].O1CCCC1.Cl. The catalyst is CO. The product is [Cl:1][C:2]1[C:3]([N:12]2[CH:16]=[C:15]([CH2:17][CH2:18][CH2:19][O:20][C:21]3[C:26]([CH2:27][CH3:28])=[CH:25][CH:24]=[CH:23][C:22]=3[CH2:29][C:30]([OH:32])=[O:31])[C:14]([CH:34]([CH3:35])[CH3:36])=[N:13]2)=[N:4][CH:5]=[C:6]([C:8]([F:10])([F:11])[F:9])[CH:7]=1. The yield is 0.580.